Dataset: Reaction yield outcomes from USPTO patents with 853,638 reactions. Task: Predict the reaction yield, written as a fraction of the theoretical maximum amount of product (1.0 means a 100% yield; for example, 0.34 means a 34% yield). The reactants are [CH2:1]([NH:8][C:9](=[O:24])[NH:10][CH:11]([CH2:17][C:18]1[CH:23]=[CH:22][CH:21]=[CH:20][CH:19]=1)[C:12]([O:14]CC)=[O:13])[C:2]1[CH:7]=[CH:6][CH:5]=[CH:4][CH:3]=1.[OH-].[Li+]. The catalyst is C(O)C. The product is [CH2:1]([NH:8][C:9](=[O:24])[NH:10][CH:11]([CH2:17][C:18]1[CH:23]=[CH:22][CH:21]=[CH:20][CH:19]=1)[C:12]([OH:14])=[O:13])[C:2]1[CH:3]=[CH:4][CH:5]=[CH:6][CH:7]=1. The yield is 0.950.